Predict the product of the given reaction. From a dataset of Forward reaction prediction with 1.9M reactions from USPTO patents (1976-2016). Given the reactants CO[C:3](=[O:18])[C:4]1[CH:9]=[C:8]([F:10])[CH:7]=[CH:6][C:5]=1[NH:11][C:12](=[O:17])[CH2:13][C:14](=[O:16])[CH3:15].O(C)[Na], predict the reaction product. The product is: [C:14]([C:13]1[C:12](=[O:17])[NH:11][C:5]2[C:4]([C:3]=1[OH:18])=[CH:9][C:8]([F:10])=[CH:7][CH:6]=2)(=[O:16])[CH3:15].